Dataset: Full USPTO retrosynthesis dataset with 1.9M reactions from patents (1976-2016). Task: Predict the reactants needed to synthesize the given product. Given the product [S:3]([O:6][S:3]([C:2]([F:8])([F:7])[F:1])(=[O:5])=[O:4])([C:2]([F:8])([F:7])[F:1])(=[O:5])=[O:4], predict the reactants needed to synthesize it. The reactants are: [F:1][C:2]([F:8])([F:7])[S:3]([OH:6])(=[O:5])=[O:4].C=C=O.